This data is from Forward reaction prediction with 1.9M reactions from USPTO patents (1976-2016). The task is: Predict the product of the given reaction. (1) The product is: [C:7]([O:6][C:4](=[O:11])[NH:5][CH:12]([S:32]([C:26]1[CH:31]=[CH:30][CH:29]=[CH:28][CH:27]=1)(=[O:34])=[O:33])[C:14]1[CH:21]=[CH:20][C:17]([C:18]#[N:19])=[CH:16][C:15]=1[S:22]([CH3:25])(=[O:24])=[O:23])([CH3:10])([CH3:9])[CH3:8]. Given the reactants C(O)=O.[C:4](=[O:11])([O:6][C:7]([CH3:10])([CH3:9])[CH3:8])[NH2:5].[CH:12]([C:14]1[CH:21]=[CH:20][C:17]([C:18]#[N:19])=[CH:16][C:15]=1[S:22]([CH3:25])(=[O:24])=[O:23])=O.[C:26]1([S:32]([O-:34])=[O:33])[CH:31]=[CH:30][CH:29]=[CH:28][CH:27]=1.[Na+], predict the reaction product. (2) Given the reactants [C:1]1([C:7]2[CH2:8][CH2:9][N:10]([CH2:13][CH2:14][CH2:15][C:16]3[NH:17][C:18](=[O:26])[C:19]4[CH2:25][NH:24][CH2:23][CH2:22][C:20]=4[N:21]=3)[CH2:11][CH:12]=2)[CH:6]=[CH:5][CH:4]=[CH:3][CH:2]=1.C=O.[C:29](O[BH-](OC(=O)C)OC(=O)C)(=O)C.[Na+], predict the reaction product. The product is: [CH3:29][N:24]1[CH2:23][CH2:22][C:20]2[N:21]=[C:16]([CH2:15][CH2:14][CH2:13][N:10]3[CH2:9][CH:8]=[C:7]([C:1]4[CH:6]=[CH:5][CH:4]=[CH:3][CH:2]=4)[CH2:12][CH2:11]3)[NH:17][C:18](=[O:26])[C:19]=2[CH2:25]1. (3) Given the reactants [Cl:1][C:2]1[CH:7]=[CH:6][C:5]([C@H:8]2[C@@H:12]([C:13]3[CH:18]=[CH:17][C:16]([Cl:19])=[CH:15][CH:14]=3)[N:11]([C:20](Cl)=[O:21])[C:10]([C:23]3[S:24][CH:25]=[CH:26][C:27]=3[O:28][CH2:29][CH3:30])=[N:9]2)=[CH:4][CH:3]=1.[CH2:31]([S:33]([N:36]1[CH2:41][CH2:40][NH:39][CH2:38][CH2:37]1)(=[O:35])=[O:34])[CH3:32], predict the reaction product. The product is: [Cl:1][C:2]1[CH:7]=[CH:6][C:5]([C@H:8]2[C@@H:12]([C:13]3[CH:14]=[CH:15][C:16]([Cl:19])=[CH:17][CH:18]=3)[N:11]([C:20]([N:39]3[CH2:38][CH2:37][N:36]([S:33]([CH2:31][CH3:32])(=[O:34])=[O:35])[CH2:41][CH2:40]3)=[O:21])[C:10]([C:23]3[S:24][CH:25]=[CH:26][C:27]=3[O:28][CH2:29][CH3:30])=[N:9]2)=[CH:4][CH:3]=1. (4) Given the reactants [N:1]1([CH2:7][CH2:8][O:9][C:10]2[CH:15]=[CH:14][C:13]([CH2:16][CH2:17]O)=[CH:12][CH:11]=2)[CH2:6][CH2:5][CH2:4][CH2:3][CH2:2]1.S(Cl)([Cl:21])=O, predict the reaction product. The product is: [Cl:21][CH2:17][CH2:16][C:13]1[CH:14]=[CH:15][C:10]([O:9][CH2:8][CH2:7][N:1]2[CH2:6][CH2:5][CH2:4][CH2:3][CH2:2]2)=[CH:11][CH:12]=1.